Dataset: hERG Central: cardiac toxicity at 1µM, 10µM, and general inhibition. Task: Predict hERG channel inhibition at various concentrations. (1) The compound is O=C(O)C(=O)O.OC(COC(c1ccc(F)cc1)c1ccc(F)cc1)CN1CCCC1. Results: hERG_inhib (hERG inhibition (general)): blocker. (2) The compound is O=C(CSc1nc2nccnc2c(=O)n1Cc1cccs1)Nc1ccccc1F. Results: hERG_inhib (hERG inhibition (general)): blocker. (3) The molecule is O=C(CSc1nnc(-c2ccco2)n1-c1ccccc1)NCc1ccco1. Results: hERG_inhib (hERG inhibition (general)): blocker. (4) The compound is COCCNCCCCSc1ccc(Cl)cc1. Results: hERG_inhib (hERG inhibition (general)): blocker. (5) Results: hERG_inhib (hERG inhibition (general)): blocker. The molecule is O=C(Nc1cccc(S(=O)(=O)N2CCCC2)c1)c1cccc(OC(F)F)c1. (6) The molecule is Cn1c(SCC(=O)Nc2ccccc2C(F)(F)F)nc2c(c1=O)SCC2. Results: hERG_inhib (hERG inhibition (general)): blocker. (7) The compound is COc1ccc(NC(C)=[N+](C)CCNS(=O)(=O)c2ccc(Cl)cc2)cc1.[I-]. Results: hERG_inhib (hERG inhibition (general)): blocker. (8) The molecule is S=C1SCN(Cc2cccnc2)CN1Cc1ccccc1. Results: hERG_inhib (hERG inhibition (general)): blocker.